Dataset: Experimentally validated miRNA-target interactions with 360,000+ pairs, plus equal number of negative samples. Task: Binary Classification. Given a miRNA mature sequence and a target amino acid sequence, predict their likelihood of interaction. (1) The miRNA is hsa-miR-7153-5p with sequence UGAGAACUGACAAAUGUGGUAGG. The protein sequence of the target gene is MVVRAFVLLALFAEASAKSCTPNKADVILVFCYPKTIITKIPECPYGWEVHQLALGGLCYNGVHEGGYYQFVIPDLSPKNKSYCGTQSEYKPPIYHFYSHIVSNDSTVIVKNQPVNYSFSCTYHSTYLVNQAAFDQRVATVHVKNGSMGTFESQLSLNFYTNAKFSTKKEAPFVLETSEIGSDLFAGVEAKGLSVRFKVVLNSCWATPSADFMYPLQWQLINKGCPTDETVLVHENGKDHRATFQFNAFRFQNIPKLSKVWLHCETFICDSEKLSCPVNCDKRKRMLRDQTGGVLVVELS.... Result: 0 (no interaction). (2) The miRNA is hsa-miR-3611 with sequence UUGUGAAGAAAGAAAUUCUUA. The protein sequence of the target gene is MNSGGGLPPPSAAASPSSSSLAAAVAVVAPPGVGGVPGGAAVGVKLKYCRYYAKDKTCFYGEECQFLHEDPAAGAAPGLGLHSNSVPLALAGAPVAGFPPGAVAGGGAGPPPGPKKPDLGDPGTGAAAGGGGSSGGLDGPRLAIPGMDGGALTDTSLTDSYFSTSFIGVNGFGSPVETKYPLMQRMTNSSSSPSLLNDSAKPYSAHDPLTSPASSLFNDFGALNISQRRKPRKYRLGMLEERLVPMGSKARKAKNPIGCLADRCKSGVPINMVWWNRVTENNLQTPNPTASEFIPKGGST.... Result: 0 (no interaction).